Dataset: NCI-60 drug combinations with 297,098 pairs across 59 cell lines. Task: Regression. Given two drug SMILES strings and cell line genomic features, predict the synergy score measuring deviation from expected non-interaction effect. Synergy scores: CSS=-11.5, Synergy_ZIP=5.47, Synergy_Bliss=-0.628, Synergy_Loewe=-9.47, Synergy_HSA=-8.60. Drug 2: CN(C)C1=NC(=NC(=N1)N(C)C)N(C)C. Cell line: SK-MEL-5. Drug 1: CNC(=O)C1=CC=CC=C1SC2=CC3=C(C=C2)C(=NN3)C=CC4=CC=CC=N4.